Task: Predict the product of the given reaction.. Dataset: Forward reaction prediction with 1.9M reactions from USPTO patents (1976-2016) (1) The product is: [CH3:26][C:25]1[CH:24]=[C:23]([CH3:27])[NH:22][C:21](=[O:28])[C:20]=1[CH2:19][NH:18][C:12]([C:9]1[C:8]([CH3:15])=[C:7]([N:6]([CH2:16][CH3:17])[C:4](=[O:5])[O:3][CH2:1][CH3:2])[S:11][CH:10]=1)=[O:14]. Given the reactants [CH2:1]([O:3][C:4]([N:6]([CH2:16][CH3:17])[C:7]1[S:11][CH:10]=[C:9]([C:12]([OH:14])=O)[C:8]=1[CH3:15])=[O:5])[CH3:2].[NH2:18][CH2:19][C:20]1[C:21](=[O:28])[NH:22][C:23]([CH3:27])=[CH:24][C:25]=1[CH3:26].C(Cl)CCl.C1C=NC2N(O)N=NC=2C=1.CN1CCOCC1, predict the reaction product. (2) Given the reactants O=[CH:2][C@H:3]([C@@H:5]([C@@H:7]([CH2:9]O)[OH:8])[OH:6])O.O=[CH:12][C@@H:13]([C@H:15]([C@H:17]([C@@H:19]([CH2:21][OH:22])O)O)O)O.O=[CH:24][C@@H:25]([C@H:27]([C@@H:29]([C@@H:31]([C:33](O)=O)O)O)O)O, predict the reaction product. The product is: [C:7]([O:22][CH2:21][CH2:19][CH2:17][CH2:15][CH2:13][CH2:12][CH2:24][CH2:25][CH2:27][CH2:29][CH2:31][CH2:33][CH2:24][CH2:25][CH2:27][CH2:29][CH2:31][CH2:33][CH2:24][CH2:25][CH2:27][CH2:29][CH2:31][CH2:33][CH2:24][CH2:25][CH2:27][CH2:29][CH2:31][CH3:33])(=[O:8])/[CH:5]=[CH:3]/[C:2]1[CH:2]=[CH:3][C:5]([OH:6])=[C:7]([OH:8])[CH:9]=1. (3) Given the reactants C[O:2][C:3](=[O:31])[CH2:4][C:5]1[C:6]2[CH:29]=[CH:28][C:27]([Cl:30])=[N:26][C:7]=2[N:8]2[C:13]=1[CH2:12][CH2:11][CH:10]([N:14]([S:16]([C:19]1[CH:24]=[CH:23][C:22]([F:25])=[CH:21][CH:20]=1)(=[O:18])=[O:17])[CH3:15])[CH2:9]2.O.[Li+].[OH-].CC(O)=O, predict the reaction product. The product is: [Cl:30][C:27]1[CH:28]=[CH:29][C:6]2[C:5]([CH2:4][C:3]([OH:31])=[O:2])=[C:13]3[N:8]([C:7]=2[N:26]=1)[CH2:9][CH:10]([N:14]([S:16]([C:19]1[CH:24]=[CH:23][C:22]([F:25])=[CH:21][CH:20]=1)(=[O:18])=[O:17])[CH3:15])[CH2:11][CH2:12]3. (4) Given the reactants [CH2:1]([C:3]1[CH:17]=[CH:16][C:6]([O:7][C:8]2[CH:14]=[CH:13][C:11]([NH2:12])=[CH:10][C:9]=2[F:15])=[C:5]([O:18][CH3:19])[CH:4]=1)[CH3:2].[CH2:20]([O:22][C:23](Cl)=[O:24])[CH3:21].[NH4+].[Cl-], predict the reaction product. The product is: [CH2:20]([O:22][C:23](=[O:24])[NH:12][C:11]1[CH:13]=[CH:14][C:8]([O:7][C:6]2[CH:16]=[CH:17][C:3]([CH2:1][CH3:2])=[CH:4][C:5]=2[O:18][CH3:19])=[C:9]([F:15])[CH:10]=1)[CH3:21]. (5) Given the reactants [NH2:1][C@H:2]([C:15]1[CH:20]=[CH:19][CH:18]=[CH:17][CH:16]=1)[CH2:3][O:4][C:5]1[CH:6]=[CH:7][C:8]([N+:12]([O-:14])=[O:13])=[C:9]([CH:11]=1)[NH2:10].C(N(CC)C(C)C)(C)C.[C:30](O[C:30]([O:32][C:33]([CH3:36])([CH3:35])[CH3:34])=[O:31])([O:32][C:33]([CH3:36])([CH3:35])[CH3:34])=[O:31].C([O-])(O)=O.[Na+], predict the reaction product. The product is: [C:33]([O:32][C:30](=[O:31])[NH:1][C@H:2]([C:15]1[CH:16]=[CH:17][CH:18]=[CH:19][CH:20]=1)[CH2:3][O:4][C:5]1[CH:6]=[CH:7][C:8]([N+:12]([O-:14])=[O:13])=[C:9]([NH2:10])[CH:11]=1)([CH3:36])([CH3:35])[CH3:34]. (6) Given the reactants [Br:1][C:2]1[CH:7]=[CH:6][C:5](/[CH:8]=[CH:9]/[C:10]2[NH:11][CH:12]=[C:13]([C:15]3[CH:20]=[CH:19][C:18]([Cl:21])=[CH:17][C:16]=3[Cl:22])[N:14]=2)=[CH:4][CH:3]=1.[CH3:23][O:24][C:25](=[O:36])[CH:26](C)[C:27]1[CH:32]=[CH:31][C:30]([CH2:33]Br)=[CH:29][CH:28]=1, predict the reaction product. The product is: [CH3:23][O:24][C:25](=[O:36])[CH2:26][C:27]1[CH:28]=[CH:29][C:30]([CH2:33][N:11]2[CH:12]=[C:13]([C:15]3[CH:20]=[CH:19][C:18]([Cl:21])=[CH:17][C:16]=3[Cl:22])[N:14]=[C:10]2/[CH:9]=[CH:8]/[C:5]2[CH:6]=[CH:7][C:2]([Br:1])=[CH:3][CH:4]=2)=[CH:31][CH:32]=1.